This data is from NCI-60 drug combinations with 297,098 pairs across 59 cell lines. The task is: Regression. Given two drug SMILES strings and cell line genomic features, predict the synergy score measuring deviation from expected non-interaction effect. (1) Drug 1: C1=CC=C(C=C1)NC(=O)CCCCCCC(=O)NO. Drug 2: C1CCC(C(C1)N)N.C(=O)(C(=O)[O-])[O-].[Pt+4]. Cell line: SR. Synergy scores: CSS=80.8, Synergy_ZIP=0.175, Synergy_Bliss=0.0774, Synergy_Loewe=-4.06, Synergy_HSA=0.309. (2) Drug 1: C1CC(=O)NC(=O)C1N2CC3=C(C2=O)C=CC=C3N. Drug 2: C1=NC2=C(N1)C(=S)N=CN2. Cell line: HOP-62. Synergy scores: CSS=21.8, Synergy_ZIP=-10.3, Synergy_Bliss=-18.9, Synergy_Loewe=-48.3, Synergy_HSA=-15.3. (3) Drug 1: C1CCC(C1)C(CC#N)N2C=C(C=N2)C3=C4C=CNC4=NC=N3. Drug 2: C1=CC=C(C=C1)NC(=O)CCCCCCC(=O)NO. Cell line: DU-145. Synergy scores: CSS=19.3, Synergy_ZIP=-8.64, Synergy_Bliss=-6.85, Synergy_Loewe=-34.6, Synergy_HSA=-5.16. (4) Drug 1: CCC1(CC2CC(C3=C(CCN(C2)C1)C4=CC=CC=C4N3)(C5=C(C=C6C(=C5)C78CCN9C7C(C=CC9)(C(C(C8N6C)(C(=O)OC)O)OC(=O)C)CC)OC)C(=O)OC)O.OS(=O)(=O)O. Drug 2: CC(C)(C#N)C1=CC(=CC(=C1)CN2C=NC=N2)C(C)(C)C#N. Cell line: SK-MEL-28. Synergy scores: CSS=2.83, Synergy_ZIP=0.219, Synergy_Bliss=1.26, Synergy_Loewe=-4.01, Synergy_HSA=-1.24. (5) Drug 1: CN1C(=O)N2C=NC(=C2N=N1)C(=O)N. Drug 2: C1CCC(C(C1)N)N.C(=O)(C(=O)[O-])[O-].[Pt+4]. Cell line: UACC-257. Synergy scores: CSS=4.80, Synergy_ZIP=-1.65, Synergy_Bliss=-1.23, Synergy_Loewe=-7.80, Synergy_HSA=-3.13. (6) Drug 1: C1=CC(=CC=C1CCC2=CNC3=C2C(=O)NC(=N3)N)C(=O)NC(CCC(=O)O)C(=O)O. Drug 2: CCCCCOC(=O)NC1=NC(=O)N(C=C1F)C2C(C(C(O2)C)O)O. Cell line: SF-295. Synergy scores: CSS=30.0, Synergy_ZIP=1.61, Synergy_Bliss=1.76, Synergy_Loewe=-17.0, Synergy_HSA=2.05. (7) Drug 1: C(CC(=O)O)C(=O)CN.Cl. Drug 2: C1C(C(OC1N2C=NC(=NC2=O)N)CO)O. Cell line: NCI-H522. Synergy scores: CSS=18.1, Synergy_ZIP=-7.58, Synergy_Bliss=-4.11, Synergy_Loewe=-0.0340, Synergy_HSA=0.767. (8) Drug 1: C1=CN(C=N1)CC(O)(P(=O)(O)O)P(=O)(O)O. Drug 2: CC(C)(C#N)C1=CC(=CC(=C1)CN2C=NC=N2)C(C)(C)C#N. Cell line: SK-MEL-2. Synergy scores: CSS=-0.219, Synergy_ZIP=-7.48, Synergy_Bliss=-17.7, Synergy_Loewe=-18.7, Synergy_HSA=-18.0. (9) Drug 1: C1=CC(=CC=C1CCCC(=O)O)N(CCCl)CCCl. Drug 2: C1CC(C1)(C(=O)O)C(=O)O.[NH2-].[NH2-].[Pt+2]. Cell line: HOP-62. Synergy scores: CSS=34.6, Synergy_ZIP=-5.56, Synergy_Bliss=-5.04, Synergy_Loewe=-4.93, Synergy_HSA=-2.93. (10) Drug 1: CNC(=O)C1=CC=CC=C1SC2=CC3=C(C=C2)C(=NN3)C=CC4=CC=CC=N4. Drug 2: CC1=C(C(=O)C2=C(C1=O)N3CC4C(C3(C2COC(=O)N)OC)N4)N. Cell line: OVCAR3. Synergy scores: CSS=0.750, Synergy_ZIP=3.51, Synergy_Bliss=9.32, Synergy_Loewe=-4.16, Synergy_HSA=3.69.